Dataset: Reaction yield outcomes from USPTO patents with 853,638 reactions. Task: Predict the reaction yield, written as a fraction of the theoretical maximum amount of product (1.0 means a 100% yield; for example, 0.34 means a 34% yield). (1) The reactants are [Br:1][C:2]1[CH:3]=[C:4]([OH:8])[CH:5]=[CH:6][CH:7]=1.Cl[C:10]([F:15])([F:14])C([O-])=O.[Na+].C(=O)([O-])[O-].[Cs+].[Cs+]. The catalyst is CN(C=O)C.CCOC(C)=O. The product is [Br:1][C:2]1[CH:7]=[CH:6][CH:5]=[C:4]([O:8][CH:10]([F:15])[F:14])[CH:3]=1. The yield is 0.610. (2) The reactants are C([C:5]1[C:6]([O:14][CH3:15])=[C:7]([NH2:13])[CH:8]=[C:9]([I:12])[C:10]=1[Cl:11])(C)(C)C.Br[CH:17]([CH3:22])[C:18]([O:20][CH3:21])=[O:19].C([O-])([O-])=O.[K+].[K+]. The catalyst is CN(C=O)C. The product is [Cl:11][C:10]1[C:9]([I:12])=[CH:8][C:7]([NH:13][CH:17]([CH3:22])[C:18]([O:20][CH3:21])=[O:19])=[C:6]([O:14][CH3:15])[CH:5]=1. The yield is 0.430. (3) The product is [Br:10][CH:7]([CH2:6][CH:3]1[CH2:4][CH2:5][O:1][CH2:2]1)[CH:8]=[O:9]. The yield is 0.460. The catalyst is C(Cl)Cl. The reactants are [O:1]1[CH2:5][CH2:4][CH:3]([CH2:6][CH2:7][CH:8]=[O:9])[CH2:2]1.[Br:10]C1(Br)C(=O)NC(=O)NC1=O.Br. (4) The reactants are Cl[C:2]1[N:7]2[N:8]=[CH:9][C:10]([C:11]([O:13][CH2:14][CH3:15])=[O:12])=[C:6]2[N:5]=[CH:4][C:3]=1[C:16]([N:18]1[CH2:23][CH2:22][C:21]2([C:27]3[C:28]([F:32])=[CH:29][CH:30]=[CH:31][C:26]=3[O:25][CH2:24]2)[CH2:20][CH2:19]1)=[O:17].[F:33][C:34]1[CH:40]=[CH:39][C:37]([NH2:38])=[C:36]([CH3:41])[CH:35]=1. No catalyst specified. The product is [CH2:14]([O:13][C:11]([C:10]1[CH:9]=[N:8][N:7]2[C:2]([NH:38][C:37]3[CH:39]=[CH:40][C:34]([F:33])=[CH:35][C:36]=3[CH3:41])=[C:3]([C:16]([N:18]3[CH2:23][CH2:22][C:21]4([C:27]5[C:28]([F:32])=[CH:29][CH:30]=[CH:31][C:26]=5[O:25][CH2:24]4)[CH2:20][CH2:19]3)=[O:17])[CH:4]=[N:5][C:6]=12)=[O:12])[CH3:15]. The yield is 0.170. (5) The reactants are C(NC(C)C)(C)C.C([Li])CCC.[CH3:13][O:14][C:15](=[O:28])[CH2:16][C:17]1[CH:22]=[CH:21][C:20]([C:23]([F:26])([F:25])[F:24])=[C:19]([F:27])[CH:18]=1.I[CH2:30][CH:31]1[CH2:35][CH2:34][CH2:33][CH2:32]1. The catalyst is O1CCCC1.CN1CCCN(C)C1=O. The product is [CH3:13][O:14][C:15](=[O:28])[CH:16]([C:17]1[CH:22]=[CH:21][C:20]([C:23]([F:26])([F:25])[F:24])=[C:19]([F:27])[CH:18]=1)[CH2:30][CH:31]1[CH2:35][CH2:34][CH2:33][CH2:32]1. The yield is 0.830. (6) The reactants are CS(O)(=O)=O.[NH2:6][CH2:7][C:8]1[CH:9]=[C:10]2[C:14](=[CH:15][CH:16]=1)[C:13](=[O:17])[N:12]([CH:18]1[CH2:23][CH2:22][C:21](=[O:24])[NH:20][C:19]1=[O:25])[CH2:11]2.C(C1NC=CN=1)(C1NC=CN=1)=[O:27].NC1C=CC(Cl)=[N:43][CH:44]=1. The catalyst is CN(C=O)C. The product is [O:25]=[C:19]1[CH:18]([N:12]2[CH2:11][C:10]3[C:14](=[CH:15][CH:16]=[C:8]([CH2:7][NH:6][C:44]([NH2:43])=[O:27])[CH:9]=3)[C:13]2=[O:17])[CH2:23][CH2:22][C:21](=[O:24])[NH:20]1. The yield is 0.0500. (7) The reactants are [Cl:1][C:2]1[CH:7]=[C:6]([CH3:8])[CH:5]=[CH:4][N:3]=1.C(OO)(=[O:11])C.Cl. The catalyst is CC(O)=O. The product is [ClH:1].[Cl:1][C:2]1[CH:7]=[C:6]([CH3:8])[CH:5]=[CH:4][N+:3]=1[O-:11]. The yield is 0.510.